Predict the product of the given reaction. From a dataset of Forward reaction prediction with 1.9M reactions from USPTO patents (1976-2016). The product is: [CH2:1]([O:5][C:6]1[CH:11]=[CH:10][CH:9]=[CH:8][C:7]=1[CH2:12][C:13]1[N:22]([C:16]2[CH:17]=[CH:18][CH:19]=[CH:20][CH:21]=2)[C:23](=[S:26])[NH:24][N:25]=1)[CH2:2][CH2:3][CH3:4]. Given the reactants [CH2:1]([O:5][C:6]1[CH:11]=[CH:10][CH:9]=[CH:8][C:7]=1[CH2:12][C:13](O)=O)[CH2:2][CH2:3][CH3:4].[C:16]1([NH:22][C:23](=[S:26])[NH:24][NH2:25])[CH:21]=[CH:20][CH:19]=[CH:18][CH:17]=1, predict the reaction product.